This data is from Forward reaction prediction with 1.9M reactions from USPTO patents (1976-2016). The task is: Predict the product of the given reaction. (1) Given the reactants [O:1]1[CH2:6][CH2:5][N:4]([C:7]2[N:12]3[N:13]=[CH:14][CH:15]=[C:11]3[N:10]=[C:9]([NH2:16])[CH:8]=2)[CH2:3][CH2:2]1.[CH3:17][O:18][C:19]([C:21]1([C:24]2[CH:32]=[CH:31][C:27]([C:28](O)=[O:29])=[CH:26][CH:25]=2)[CH2:23][CH2:22]1)=[O:20].CN(C(ON1N=NC2C=CC=CC1=2)=[N+](C)C)C.[B-](F)(F)(F)F, predict the reaction product. The product is: [O:1]1[CH2:6][CH2:5][N:4]([C:7]2[N:12]3[N:13]=[CH:14][CH:15]=[C:11]3[N:10]=[C:9]([NH:16][C:28]([C:27]3[CH:26]=[CH:25][C:24]([C:21]4([C:19]([O:18][CH3:17])=[O:20])[CH2:22][CH2:23]4)=[CH:32][CH:31]=3)=[O:29])[CH:8]=2)[CH2:3][CH2:2]1. (2) The product is: [CH3:28][O:29][C:30]1[CH:35]=[C:34]([C:36]([F:37])([F:38])[F:39])[CH:33]=[CH:32][C:31]=1[C:40]1[C:49]2[C:44](=[CH:45][C:46]([S:50]([NH:6][C:7]3[S:11][N:10]=[CH:9][N:8]=3)(=[O:51])=[O:52])=[CH:47][CH:48]=2)[CH:43]=[CH:42][N:41]=1. Given the reactants COC1C=C(OC)C=CC=1C[NH:6][C:7]1[S:11][N:10]=[CH:9][N:8]=1.C[Si]([N-][Si](C)(C)C)(C)C.[Li+].[CH3:28][O:29][C:30]1[CH:35]=[C:34]([C:36]([F:39])([F:38])[F:37])[CH:33]=[CH:32][C:31]=1[C:40]1[C:49]2[C:44](=[CH:45][C:46]([S:50](OC3C(F)=C(F)C(F)=C(F)C=3F)(=[O:52])=[O:51])=[CH:47][CH:48]=2)[CH:43]=[CH:42][N:41]=1, predict the reaction product. (3) The product is: [Cl:11][C:12]1[CH:13]=[CH:14][C:15]([N:28]2[CH:32]=[CH:31][CH:30]=[C:29]2[CH:8]=[O:9])=[C:16]([C:18](=[O:19])[C:20]2[CH:25]=[CH:24][CH:23]=[C:22]([Cl:26])[C:21]=2[Cl:27])[CH:17]=1. Given the reactants P(Cl)(Cl)(Cl)=O.CN(C)[CH:8]=[O:9].[Cl:11][C:12]1[CH:13]=[CH:14][C:15]([N:28]2[CH:32]=[CH:31][CH:30]=[CH:29]2)=[C:16]([C:18]([C:20]2[CH:25]=[CH:24][CH:23]=[C:22]([Cl:26])[C:21]=2[Cl:27])=[O:19])[CH:17]=1.C([O-])(=O)C.[Na+], predict the reaction product. (4) The product is: [NH2:8][CH:9]([C:38]([O:40][CH3:41])=[O:39])[CH2:10][N:11]1[C:19]2[C:14](=[CH:15][CH:16]=[C:17]([C:20]([O:22][CH3:23])=[O:21])[CH:18]=2)[C:13]([CH:24]2[CH2:25][CH2:26][CH2:27][CH2:28][CH2:29]2)=[C:12]1[C:30]1[CH:35]=[CH:34][CH:33]=[CH:32][C:31]=1[CH:36]=[O:37]. Given the reactants C(OC([N:8](C(OC(C)(C)C)=O)[CH:9]([C:38]([O:40][CH3:41])=[O:39])[CH2:10][N:11]1[C:19]2[C:14](=[CH:15][CH:16]=[C:17]([C:20]([O:22][CH3:23])=[O:21])[CH:18]=2)[C:13]([CH:24]2[CH2:29][CH2:28][CH2:27][CH2:26][CH2:25]2)=[C:12]1[C:30]1[CH:35]=[CH:34][CH:33]=[CH:32][C:31]=1[CH:36]=[O:37])=O)(C)(C)C.C(O)(C(F)(F)F)=O, predict the reaction product.